This data is from Forward reaction prediction with 1.9M reactions from USPTO patents (1976-2016). The task is: Predict the product of the given reaction. (1) Given the reactants C[Si](C)(C)CCOC[N:7]1[C:11]([C:12]2[C:13]3[NH:21][N:20]=[N:19][C:14]=3[N:15]=[C:16]([NH2:18])[N:17]=2)=[CH:10][CH:9]=[N:8]1.[H-].[Na+].Br[CH2:27][C:28]1[CH:29]=[C:30]([CH:40]=[CH:41][CH:42]=1)[CH2:31][NH:32]C(=O)OC(C)(C)C, predict the reaction product. The product is: [NH2:32][CH2:31][C:30]1[CH:29]=[C:28]([CH:42]=[CH:41][CH:40]=1)[CH2:27][N:19]1[C:14]2[N:15]=[C:16]([NH2:18])[N:17]=[C:12]([C:11]3[CH:10]=[CH:9][NH:8][N:7]=3)[C:13]=2[N:21]=[N:20]1. (2) Given the reactants [CH3:1][C:2]1[CH:3]=[CH:4][C:5]([Mg]Br)=[N:6][CH:7]=1.C1C[O:13][CH2:12]C1.CN(C=O)C, predict the reaction product. The product is: [CH3:1][C:2]1[CH:3]=[CH:4][C:5]([CH:12]=[O:13])=[N:6][CH:7]=1. (3) Given the reactants [CH3:1][C:2]([CH2:6][CH2:7][CH:8]=[C:9]([CH3:16])[CH2:10][CH2:11][CH:12]=[C:13]([CH3:15])[CH3:14])=[CH:3][CH:4]=[O:5].CC(=CC)C.O.O.P([O-])(O)(O)=[O:25].[Na+].Cl([O-])=O.[Na+], predict the reaction product. The product is: [CH3:1][C:2]([CH2:6][CH2:7][CH:8]=[C:9]([CH3:16])[CH2:10][CH2:11][CH:12]=[C:13]([CH3:15])[CH3:14])=[CH:3][C:4]([OH:25])=[O:5]. (4) The product is: [CH3:39][C:32]1[NH:33][C:34]([CH3:38])=[CH:35][C:36](=[O:37])[C:31]=1[CH2:30][NH:29][C:15]([C:12]1[C:11]([CH3:18])=[C:10]([N:9]([C@H:6]2[CH2:5][CH2:4][C@H:3]([N:2]([CH3:1])[CH3:21])[CH2:8][CH2:7]2)[CH2:19][CH3:20])[S:14][CH:13]=1)=[O:17]. Given the reactants [CH3:1][N:2]([CH3:21])[C@H:3]1[CH2:8][CH2:7][C@H:6]([N:9]([CH2:19][CH3:20])[C:10]2[S:14][CH:13]=[C:12]([C:15]([OH:17])=O)[C:11]=2[CH3:18])[CH2:5][CH2:4]1.CN1CCOCC1.[NH2:29][CH2:30][C:31]1[C:36](=[O:37])[CH:35]=[C:34]([CH3:38])[NH:33][C:32]=1[CH3:39].C(Cl)CCl.C1C=CC2N(O)N=NC=2C=1, predict the reaction product. (5) Given the reactants Cl[CH2:2][C:3]1[N:4]=[CH:5][N:6]([C:8]([C:21]2[CH:26]=[CH:25][CH:24]=[CH:23][CH:22]=2)([C:15]2[CH:20]=[CH:19][CH:18]=[CH:17][CH:16]=2)[C:9]2[CH:14]=[CH:13][CH:12]=[CH:11][CH:10]=2)[CH:7]=1.[Cl:27][C:28]1[C:33]([Cl:34])=[CH:32][CH:31]=[CH:30][C:29]=1[OH:35].C([O-])([O-])=O.[K+].[K+], predict the reaction product. The product is: [Cl:27][C:28]1[C:33]([Cl:34])=[CH:32][CH:31]=[CH:30][C:29]=1[O:35][CH2:2][C:3]1[N:4]=[CH:5][N:6]([C:8]([C:9]2[CH:14]=[CH:13][CH:12]=[CH:11][CH:10]=2)([C:15]2[CH:16]=[CH:17][CH:18]=[CH:19][CH:20]=2)[C:21]2[CH:26]=[CH:25][CH:24]=[CH:23][CH:22]=2)[CH:7]=1. (6) Given the reactants [CH2:1]([N:8]([CH2:40][C:41]1[CH:46]=[CH:45][C:44]([O:47][CH3:48])=[CH:43][CH:42]=1)[C:9]1[C:18]2[C:13](=[CH:14][CH:15]=[CH:16][C:17]=2[C:19]2[CH:24]=[CH:23][CH:22]=[CH:21][CH:20]=2)[C:12]([C:25]2[CH:26]=[C:27]([S:31]([NH:34][C:35]([CH3:38])([CH3:37])[CH3:36])(=[O:33])=[O:32])[CH:28]=[N:29][CH:30]=2)=[C:11](Cl)[N:10]=1)[C:2]1[CH:7]=[CH:6][CH:5]=[CH:4][CH:3]=1.[C-:49]#[N:50].[Na+], predict the reaction product. The product is: [CH2:1]([N:8]([CH2:40][C:41]1[CH:46]=[CH:45][C:44]([O:47][CH3:48])=[CH:43][CH:42]=1)[C:9]1[C:18]2[C:13](=[CH:14][CH:15]=[CH:16][C:17]=2[C:19]2[CH:24]=[CH:23][CH:22]=[CH:21][CH:20]=2)[C:12]([C:25]2[CH:26]=[C:27]([S:31]([NH:34][C:35]([CH3:38])([CH3:37])[CH3:36])(=[O:33])=[O:32])[CH:28]=[N:29][CH:30]=2)=[C:11]([C:49]#[N:50])[N:10]=1)[C:2]1[CH:7]=[CH:6][CH:5]=[CH:4][CH:3]=1. (7) Given the reactants [ClH:1].[NH2:2][C:3]1[N:8]=[CH:7][C:6](/[CH:9]=[CH:10]/[C:11]([OH:13])=O)=[CH:5][C:4]=1[CH2:14][N:15]1[CH2:20][CH2:19][N:18]([CH3:21])[CH2:17][CH2:16]1.Cl.[CH3:23][N:24]1CC2C=C(/C=C/C(O)=O)C=NC=2NC(=O)C1.[CH2:41]([O:43][C:44]1[C:52]([O:53][CH3:54])=[CH:51][CH:50]=[CH:49][C:45]=1[CH2:46]CN)[CH3:42].CNCC1C=CC2C(=CC=CC=2)C=1CCC, predict the reaction product. The product is: [ClH:1].[NH2:2][C:3]1[N:8]=[CH:7][C:6](/[CH:9]=[CH:10]/[C:11]([N:24]([CH2:46][C:45]2[CH:49]=[CH:50][CH:51]=[C:52]([O:53][CH3:54])[C:44]=2[O:43][CH2:41][CH3:42])[CH3:23])=[O:13])=[CH:5][C:4]=1[CH2:14][N:15]1[CH2:20][CH2:19][N:18]([CH3:21])[CH2:17][CH2:16]1.